This data is from Reaction yield outcomes from USPTO patents with 853,638 reactions. The task is: Predict the reaction yield, written as a fraction of the theoretical maximum amount of product (1.0 means a 100% yield; for example, 0.34 means a 34% yield). The reactants are C1(P(C2C=CC=CC=2)C2C=CC=CC=2)C=CC=CC=1.[N:20]([CH2:23][C:24]1[C:25]([C:33]#[N:34])=[N:26][C:27]([CH:30]2[CH2:32][CH2:31]2)=[CH:28][CH:29]=1)=[N+]=[N-].O1CCCC1. The catalyst is O. The product is [CH:30]1([C:27]2[N:26]=[C:25]3[C:33]([NH2:34])=[N:20][CH2:23][C:24]3=[CH:29][CH:28]=2)[CH2:32][CH2:31]1. The yield is 0.900.